This data is from Forward reaction prediction with 1.9M reactions from USPTO patents (1976-2016). The task is: Predict the product of the given reaction. (1) Given the reactants Cl[C:2]1[C:3]2[N:10]([CH3:11])[CH:9]=[CH:8][C:4]=2[N:5]=[CH:6][N:7]=1.[NH2:12][C:13]1[CH:29]=[CH:28][C:16]([O:17][C:18]2[CH:19]=[C:20]([CH:25]=[CH:26][CH:27]=2)[C:21]([O:23][CH3:24])=[O:22])=[C:15]([Cl:30])[CH:14]=1.C(=O)([O-])O.[Na+], predict the reaction product. The product is: [Cl:30][C:15]1[CH:14]=[C:13]([NH:12][C:2]2[C:3]3[N:10]([CH3:11])[CH:9]=[CH:8][C:4]=3[N:5]=[CH:6][N:7]=2)[CH:29]=[CH:28][C:16]=1[O:17][C:18]1[CH:19]=[C:20]([CH:25]=[CH:26][CH:27]=1)[C:21]([O:23][CH3:24])=[O:22]. (2) Given the reactants [F:1][C:2]1[CH:3]=[C:4]([CH:10]=[C:11]([F:13])[CH:12]=1)[CH:5](O)[C:6]([OH:8])=[O:7].C(N(S(F)(F)[F:20])CC)C.[F:23][C:24]1[CH:25]=[C:26]([CH:33]=[C:34]([F:36])[CH:35]=1)[CH:27]([OH:32])[C:28]([O:30][CH3:31])=[O:29].[OH-].[Li+], predict the reaction product. The product is: [F:23][C:24]1[CH:25]=[C:26]([CH:33]=[C:34]([F:36])[CH:35]=1)[CH:27]([OH:32])[C:28]([O:30][CH3:31])=[O:29].[F:1][C:2]1[CH:3]=[C:4]([CH:5]([F:20])[C:6]([OH:8])=[O:7])[CH:10]=[C:11]([F:13])[CH:12]=1. (3) The product is: [Cl:23][C:3]1[CH:4]=[C:5]2[C:10](=[C:11]([F:12])[C:2]=1[C:26]1[C:25]([CH3:24])=[CH:33][CH:32]=[C:31]3[C:27]=1[CH:28]=[N:29][NH:30]3)[N:9]=[CH:8][N:7]=[C:6]2[N:13]1[CH2:18][CH2:17][N:16]([C:19](=[O:22])[CH:20]=[CH2:21])[CH2:15][CH2:14]1. Given the reactants Br[C:2]1[C:11]([F:12])=[C:10]2[C:5]([C:6]([N:13]3[CH2:18][CH2:17][N:16]([C:19](=[O:22])[CH:20]=[CH2:21])[CH2:15][CH2:14]3)=[N:7][CH:8]=[N:9]2)=[CH:4][C:3]=1[Cl:23].[CH3:24][C:25]1[C:26](B(O)O)=[C:27]2[C:31](=[CH:32][CH:33]=1)[NH:30][N:29]=[CH:28]2.C([O-])([O-])=O.[Na+].[Na+], predict the reaction product. (4) Given the reactants [OH:1][C:2]1[C:11]2[C:6](=[CH:7][CH:8]=[CH:9][CH:10]=2)[CH:5]=[C:4]([C:12]([O:14][CH2:15][CH3:16])=[O:13])[CH:3]=1.[CH2:17](Br)[C:18]1[CH:23]=[CH:22][CH:21]=[CH:20][CH:19]=1.CCCCCC, predict the reaction product. The product is: [CH2:17]([O:1][C:2]1[C:11]2[C:6](=[CH:7][CH:8]=[CH:9][CH:10]=2)[CH:5]=[C:4]([C:12]([O:14][CH2:15][CH3:16])=[O:13])[CH:3]=1)[C:18]1[CH:23]=[CH:22][CH:21]=[CH:20][CH:19]=1. (5) The product is: [ClH:40].[F:1][C:2]1[CH:7]=[CH:6][CH:5]=[CH:4][C:3]=1[S:8]([N:11]1[CH:12]=[C:13]([CH2:24][NH:25][CH3:26])[CH:14]=[C:15]1[C:16]1[C:17]([C:22]#[N:23])=[N:18][CH:19]=[CH:20][CH:21]=1)(=[O:10])=[O:9]. Given the reactants [F:1][C:2]1[CH:7]=[CH:6][CH:5]=[CH:4][C:3]=1[S:8]([N:11]1[C:15]([C:16]2[C:17]([C:22]#[N:23])=[N:18][CH:19]=[CH:20][CH:21]=2)=[CH:14][C:13]([CH2:24][N:25](C)[C:26](=O)OC(C)(C)C)=[CH:12]1)(=[O:10])=[O:9].C(OCC)(=O)C.[ClH:40], predict the reaction product. (6) Given the reactants [S:1]1[C:5]2[CH:6]=[CH:7][CH:8]=[CH:9][C:4]=2[N:3]=[C:2]1[C:10]1[CH:21]=[CH:20][C:19]([N+:22]([O-])=O)=[CH:18][C:11]=1[O:12][CH2:13][CH2:14][N:15]([CH3:17])[CH3:16].O.O.[Sn](Cl)Cl.CO, predict the reaction product. The product is: [S:1]1[C:5]2[CH:6]=[CH:7][CH:8]=[CH:9][C:4]=2[N:3]=[C:2]1[C:10]1[CH:21]=[CH:20][C:19]([NH2:22])=[CH:18][C:11]=1[O:12][CH2:13][CH2:14][N:15]([CH3:17])[CH3:16]. (7) Given the reactants S(Cl)([Cl:3])=O.O[C:6]1[C:11]([C:12]([O:14][CH2:15][CH3:16])=[O:13])=[CH:10][N:9]=[C:8]([C:17]2[CH:22]=[CH:21][CH:20]=[CH:19][CH:18]=2)[N:7]=1.C(=O)([O-])[O-].[K+].[K+], predict the reaction product. The product is: [Cl:3][C:6]1[C:11]([C:12]([O:14][CH2:15][CH3:16])=[O:13])=[CH:10][N:9]=[C:8]([C:17]2[CH:22]=[CH:21][CH:20]=[CH:19][CH:18]=2)[N:7]=1. (8) Given the reactants [CH2:1]([C:4]1[CH:9]=[C:8]([N+:10]([O-:12])=[O:11])[CH:7]=[CH:6][C:5]=1[N:13]=[C:14]1[S:18][CH2:17][C:16]2([CH2:22][CH2:21][CH2:20][CH2:19]2)[NH:15]1)[CH2:2][CH3:3].[CH2:23](Br)[CH:24]([CH3:26])[CH3:25], predict the reaction product. The product is: [CH2:23]([N:15]1[C:16]2([CH2:22][CH2:21][CH2:20][CH2:19]2)[CH2:17][S:18][C:14]1=[N:13][C:5]1[CH:6]=[CH:7][C:8]([N+:10]([O-:12])=[O:11])=[CH:9][C:4]=1[CH2:1][CH2:2][CH3:3])[CH:24]([CH3:26])[CH3:25]. (9) Given the reactants [Cl:1][C:2]1[CH:14]=[C:13]([Cl:15])[CH:12]=[CH:11][C:3]=1[CH2:4][NH:5][C@H:6]1[CH2:10][CH2:9][NH:8][CH2:7]1.Cl[C:17]1[CH:24]=[CH:23][C:20]([C:21]#[N:22])=[CH:19][N:18]=1.C(N(C(C)C)CC)(C)C, predict the reaction product. The product is: [Cl:1][C:2]1[CH:14]=[C:13]([Cl:15])[CH:12]=[CH:11][C:3]=1[CH2:4][NH:5][C@H:6]1[CH2:10][CH2:9][N:8]([C:17]2[CH:24]=[CH:23][C:20]([C:21]#[N:22])=[CH:19][N:18]=2)[CH2:7]1.